From a dataset of Reaction yield outcomes from USPTO patents with 853,638 reactions. Predict the reaction yield, written as a fraction of the theoretical maximum amount of product (1.0 means a 100% yield; for example, 0.34 means a 34% yield). (1) The yield is 0.850. The product is [C:6]1([C:4]([OH:5])=[O:3])[C:16]2=[C:17]3[C:12](=[CH:13][CH:14]=[CH:15]2)[CH2:11][CH2:10][CH2:9][N:8]3[CH:7]=1. The catalyst is C(O)C.O. The reactants are C([O:3][C:4]([C:6]1[C:16]2=[C:17]3[C:12](=[CH:13][CH:14]=[CH:15]2)[CH2:11][CH2:10][CH2:9][N:8]3[CH:7]=1)=[O:5])C.[OH-].[Na+]. (2) The catalyst is C1COCC1. The yield is 0.930. The reactants are [Mg].BrCCBr.Br[C:7]1[CH:12]=[CH:11][C:10]([S:13][CH3:14])=[CH:9][CH:8]=1.[F:15][C:16]1[CH:23]=[CH:22][C:19]([CH:20]=[O:21])=[CH:18][N:17]=1.Cl. The product is [F:15][C:16]1[N:17]=[CH:18][C:19]([CH:20]([C:7]2[CH:12]=[CH:11][C:10]([S:13][CH3:14])=[CH:9][CH:8]=2)[OH:21])=[CH:22][CH:23]=1. (3) The product is [C:1]([O:5][C:6]([C:8]1[CH:16]=[CH:15][C:11]2[CH:12]=[N:13][S:14][C:10]=2[C:9]=1[NH:26][C:20]1[CH:21]=[CH:22][C:23]([I:25])=[CH:24][C:19]=1[F:18])=[O:7])([CH3:4])([CH3:3])[CH3:2]. The reactants are [C:1]([O:5][C:6]([C:8]1[CH:16]=[CH:15][C:11]2[CH:12]=[N:13][S:14][C:10]=2[C:9]=1F)=[O:7])([CH3:4])([CH3:3])[CH3:2].[F:18][C:19]1[CH:24]=[C:23]([I:25])[CH:22]=[CH:21][C:20]=1[NH2:26].[Li+].C[Si]([N-][Si](C)(C)C)(C)C. The yield is 0.300. The catalyst is C1COCC1. (4) The reactants are [C:1]([O:5][C:6]([NH:8][CH:9]([C:19]1[CH:24]=[CH:23][CH:22]=[CH:21][CH:20]=1)[C:10]([O:12][C@@H:13]1[CH2:17][CH2:16][N:15]([CH3:18])[CH2:14]1)=[O:11])=[O:7])([CH3:4])([CH3:3])[CH3:2].[Br:25][CH2:26][C:27]([C:29]1[S:30][CH:31]=[CH:32][CH:33]=1)=[O:28]. The catalyst is CN(C=O)C.C(#N)C. The product is [Br-:25].[C:1]([O:5][C:6]([NH:8][CH:9]([C:19]1[CH:20]=[CH:21][CH:22]=[CH:23][CH:24]=1)[C:10]([O:12][C@@H:13]1[CH2:17][CH2:16][N+:15]([CH3:18])([CH2:26][C:27](=[O:28])[C:29]2[S:30][CH:31]=[CH:32][CH:33]=2)[CH2:14]1)=[O:11])=[O:7])([CH3:4])([CH3:2])[CH3:3]. The yield is 0.480. (5) The reactants are [F:1][C:2]1[C:7]([N+:8]([O-:10])=[O:9])=[CH:6][C:5]([CH2:11][C:12]([OH:14])=[O:13])=[C:4]([CH3:15])[CH:3]=1.OS(O)(=O)=O.[CH3:21][CH2:22]O. No catalyst specified. The product is [F:1][C:2]1[C:7]([N+:8]([O-:10])=[O:9])=[CH:6][C:5]([CH2:11][C:12]([O:14][CH2:21][CH3:22])=[O:13])=[C:4]([CH3:15])[CH:3]=1. The yield is 0.810.